This data is from Forward reaction prediction with 1.9M reactions from USPTO patents (1976-2016). The task is: Predict the product of the given reaction. (1) Given the reactants [N+:1]([C:4]1[CH:12]=[CH:11][C:7]2[N:8]=[CH:9][NH:10][C:6]=2[CH:5]=1)([O-:3])=[O:2].[CH3:13][CH2:14][Mg+].[Br-].ClC1C(=O)C(Cl)=C(Cl)C(=O)C=1Cl.CCOC(C)=O, predict the reaction product. The product is: [CH2:13]([C:5]1[C:6]2[NH:10][CH:9]=[N:8][C:7]=2[CH:11]=[CH:12][C:4]=1[N+:1]([O-:3])=[O:2])[CH3:14]. (2) Given the reactants O=P(Cl)(Cl)[Cl:3].[Cl:6][C:7]1[CH:8]=[C:9]2[C:14](=[CH:15][CH:16]=1)[NH:13][C:12](=O)[C:11]([C:18]#[N:19])=[C:10]2[C:20]1[CH:25]=[CH:24][CH:23]=[CH:22][CH:21]=1, predict the reaction product. The product is: [Cl:3][C:12]1[C:11]([C:18]#[N:19])=[C:10]([C:20]2[CH:25]=[CH:24][CH:23]=[CH:22][CH:21]=2)[C:9]2[C:14](=[CH:15][CH:16]=[C:7]([Cl:6])[CH:8]=2)[N:13]=1. (3) The product is: [NH2:31][C:27]1[CH:26]=[C:25]([O:24][C:20]2[CH:21]=[C:22]3[C:17]([CH:16]=[CH:15][C:14]([C:12]([NH:11][C:7]4[CH:8]=[CH:9][CH:10]=[C:5]([C:1]([CH3:4])([CH3:3])[CH3:2])[CH:6]=4)=[O:13])=[CH:23]3)=[CH:18][CH:19]=2)[CH:30]=[CH:29][N:28]=1. Given the reactants [C:1]([C:5]1[CH:6]=[C:7]([NH:11][C:12]([C:14]2[CH:23]=[C:22]3[C:17]([CH:18]=[CH:19][C:20]([O:24][C:25]4[CH:30]=[CH:29][N:28]=[C:27]([NH:31]C(=O)OC(C)(C)C)[CH:26]=4)=[CH:21]3)=[CH:16][CH:15]=2)=[O:13])[CH:8]=[CH:9][CH:10]=1)([CH3:4])([CH3:3])[CH3:2], predict the reaction product. (4) Given the reactants C([O:3][C:4](=[O:14])[C:5]1[C:10]([CH3:11])=[CH:9][C:8]([Cl:12])=[N:7][C:6]=1[CH3:13])C.[OH-].[Na+], predict the reaction product. The product is: [Cl:12][C:8]1[CH:9]=[C:10]([CH3:11])[C:5]([C:4]([OH:14])=[O:3])=[C:6]([CH3:13])[N:7]=1. (5) Given the reactants C(OC([N:8]1[CH2:12][CH2:11][CH2:10][CH:9]1[C:13]1[NH:14][C:15]([C:18]2[CH:23]=[CH:22][C:21]([C:24]3[C:25]4[S:31][CH:30]=[C:29]([C:32]5[N:33]=[C:34]([C@@H:37]6[CH2:41][CH2:40][CH2:39][N:38]6[C:42](=[O:52])[C@@H:43]([NH:47][C:48]([O:50][CH3:51])=[O:49])[CH:44]([CH3:46])[CH3:45])[NH:35][CH:36]=5)[C:26]=4[S:27][CH:28]=3)=[CH:20][CH:19]=2)=[CH:16][N:17]=1)=O)(C)(C)C.[ClH:53].BrC1SC2=NC(N)=CN2C=1, predict the reaction product. The product is: [ClH:53].[CH3:51][O:50][C:48](=[O:49])[NH:47][C@H:43]([C:42]([N:38]1[CH2:39][CH2:40][CH2:41][C@H:37]1[C:34]1[NH:35][CH:36]=[C:32]([C:29]2[C:26]3[S:27][CH:28]=[C:24]([C:21]4[CH:22]=[CH:23][C:18]([C:15]5[NH:14][C:13]([C@@H:9]6[CH2:10][CH2:11][CH2:12][NH:8]6)=[N:17][CH:16]=5)=[CH:19][CH:20]=4)[C:25]=3[S:31][CH:30]=2)[N:33]=1)=[O:52])[CH:44]([CH3:46])[CH3:45]. (6) Given the reactants [CH2:1]([O:3][C:4](=[O:27])[CH2:5][N:6]1[C:10]([C:11]2[CH:16]=[CH:15][C:14]([N:17]3[CH2:26][CH2:25][C:20]4(OCCO4)[CH2:19][CH2:18]3)=[CH:13][CH:12]=2)=[N:9][N:8]=[N:7]1)[CH3:2].[NH2:28][CH2:29][C@@H:30]([C:32]1[CH:33]=[CH:34][C:35]([OH:43])=[C:36]([NH:38][S:39]([CH3:42])(=[O:41])=[O:40])[CH:37]=1)[OH:31], predict the reaction product. The product is: [OH:31][C@H:30]([C:32]1[CH:33]=[CH:34][C:35]([OH:43])=[C:36]([NH:38][S:39]([CH3:42])(=[O:41])=[O:40])[CH:37]=1)[CH2:29][NH:28][CH:20]1[CH2:19][CH2:18][N:17]([C:14]2[CH:15]=[CH:16][C:11]([C:10]3[N:6]([CH2:5][C:4]([O:3][CH2:1][CH3:2])=[O:27])[N:7]=[N:8][N:9]=3)=[CH:12][CH:13]=2)[CH2:26][CH2:25]1. (7) The product is: [F:1][C:2]1[CH:11]=[CH:10][C:9]2[S:12][C:13](=[O:14])[N:7]3[C:8]=2[C:3]=1[CH:4]([CH2:15][N:28]1[CH2:27][CH2:26][CH:25]([NH:24][C:17](=[O:18])[O:19][C:20]([CH3:22])([CH3:21])[CH3:23])[CH2:30][CH2:29]1)[CH2:5][CH2:6]3. Given the reactants [F:1][C:2]1[CH:11]=[CH:10][C:9]2[S:12][C:13](=[O:14])[N:7]3[C:8]=2[C:3]=1[CH:4]([CH:15]=O)[CH2:5][CH2:6]3.[C:17]([NH:24][CH:25]1[CH2:30][CH2:29][NH:28][CH2:27][CH2:26]1)([O:19][C:20]([CH3:23])([CH3:22])[CH3:21])=[O:18], predict the reaction product. (8) The product is: [CH3:1][C:2]1[C:6]2[CH:7]=[CH:8][C:9]([C:11]([OH:13])=[O:12])=[CH:10][C:5]=2[O:4][CH:3]=1. Given the reactants [CH3:1][C:2]1[C:6]2[CH:7]=[CH:8][C:9]([C:11]([O:13]C)=[O:12])=[CH:10][C:5]=2[O:4][CH:3]=1.[OH-].[Na+], predict the reaction product. (9) Given the reactants [C:1]([CH2:4][C:5]1[CH:14]=[CH:13][C:8]([C:9]([O:11][CH3:12])=[O:10])=[C:7]([O:15][CH3:16])[CH:6]=1)([OH:3])=[O:2].[Br:17]Br.CCCCCC, predict the reaction product. The product is: [Br:17][C:14]1[C:5]([CH2:4][C:1]([OH:3])=[O:2])=[CH:6][C:7]([O:15][CH3:16])=[C:8]([CH:13]=1)[C:9]([O:11][CH3:12])=[O:10]. (10) The product is: [Br:1][C:2]1[C:3](=[O:8])[N:4]([CH2:15][CH3:16])[CH:5]=[CH:6][CH:7]=1. Given the reactants [Br:1][C:2]1[C:3]([OH:8])=[N:4][CH:5]=[CH:6][CH:7]=1.C(=O)([O-])[O-].[Cs+].[Cs+].[CH2:15](I)[CH3:16], predict the reaction product.